Dataset: Experimentally validated miRNA-target interactions with 360,000+ pairs, plus equal number of negative samples. Task: Binary Classification. Given a miRNA mature sequence and a target amino acid sequence, predict their likelihood of interaction. (1) The miRNA is mmu-miR-680 with sequence GGGCAUCUGCUGACAUGGGGG. The protein sequence of the target gene is MGDWSALGKLLDKVQAYSTAGGKVWLSVLFIFRILLLGTAVESAWGDEQSAFRCNTQQPGCENVCYDKSFPISHVRFWVLQIIFVSVPTLLYLAHVFYVMRKEEKLNKREEELKVVQNDGVNVDMHLKQIESKKFKYGIEEHGKVKMRGGLLRTYIISILFKSVFEVAFLLIQWYIYGFSLSAIYTCERDPCPHRVDCFLSRPTEKTIFIVFMLVVSLVSLALNIIELFYVFFKGVKDRVKGKTDPYSHSGTMSPSKDCGSPKYAYYNGCSSPTAPLSPMSPPGYKLVTGDRNNSSCRNY.... Result: 0 (no interaction). (2) Result: 0 (no interaction). The miRNA is hsa-miR-10a-3p with sequence CAAAUUCGUAUCUAGGGGAAUA. The protein sequence of the target gene is MELITILEKTVSPDRLELEAAQKFLERAAVENLPTFLVELSRVLANPGNSQVARVAAGLQIKNSLTSKDPDIKAQYQQRWLAIDANARREVKNYVLQTLGTETYRPSSASQCVAGIACAEIPVSQWPELIPQLVANVTNPNSTEHMKESTLEAIGYICQDIDPEQLQDKSNEILTAIIQGMRKEEPSNNVKLAATNALLNSLEFTKANFDKESERHFIMQVVCEATQCPDTRVRVAALQNLVKIMSLYYQYMETYMGPALFAITIEAMKSDIDEVALQGIEFWSNVCDEEMDLAIEASEA.... (3) The miRNA is cgr-miR-29b-3p with sequence UAGCACCAUUUGAAAUCAGUGUU. The protein sequence of the target gene is MACWPQLRLLLWKNLTFRRRQTCQLLLEVAWPLFIFLILISVRLSYPPYEQHECHFPNKAMPSAGTLPWVQGIICNANNPCFRYPTPGEAPGVVGNFNKSIVSRLFSDAQRLLLYSQRDTSIKDMHKVLRMLRQIKHPNSNLKLQDFLVDNETFSGFLQHNLSLPRSTVDSLLQANVGLQKVFLQGYQLHLASLCNGSKLEEIIQLGDAEVSALCGLPRKKLDAAERVLRYNMDILKPVVTKLNSTSHLPTQHLAEATTVLLDSLGGLAQELFSTKSWSDMRQEVMFLTNVNSSSSSTQI.... Result: 0 (no interaction). (4) The miRNA is hsa-miR-26b-3p with sequence CCUGUUCUCCAUUACUUGGCU. The protein sequence of the target gene is MSPAKRWGSPCLFPLQLFSLCWVLSVAQSKTVRYSTFEEDAPGTVIGTLAEDLHMKVSGDTSFRLMKQFNSSLLRVREGDGQLTVGDAGLDRERLCGPSPQCVLAFDVVSFSQEQFRLVHVEVEVRDVNDHAPRFPRAQIPVEVSESAPVGTRIPLEVPVDEDVGANGLQSVRLAEPHSPFRVELQTRADGAQCADLVLLQELDRESQASYSLELVAQDGGRPPRSATAALSVRVLDANDHSPAFPQGAVAEVELAEDAPVGSLLLDLDAADPDEGPNGDVVFTFGARTPPEARHLFRLD.... Result: 0 (no interaction). (5) The miRNA is hsa-miR-106b-3p with sequence CCGCACUGUGGGUACUUGCUGC. The protein sequence of the target gene is MASTISAYKEKMKELSVLSLICSCFYTQPHPNTVYQYGDMEVKQLDKRASGQSFEVILKSPSDLSPESPMLSSPPKKKDTSLEELQKRLEAAEERRKTQEAQVLKQLAERREHEREVLHKALEENNNFSRQAEEKLNYKMELSKEIREAHLAALRERLREKELHAAEVRRNKEQREEMSG. Result: 1 (interaction).